The task is: Predict the reaction yield, written as a fraction of the theoretical maximum amount of product (1.0 means a 100% yield; for example, 0.34 means a 34% yield).. This data is from Reaction yield outcomes from USPTO patents with 853,638 reactions. The reactants are CON(C)[C:4]([CH:6]1[CH2:10][CH2:9][N:8]([C:11]([O:13][C:14]([CH3:17])([CH3:16])[CH3:15])=[O:12])[CH2:7]1)=[O:5].[C:19]1([Li])[CH:24]=[CH:23][CH:22]=[CH:21][CH:20]=1. The catalyst is C1COCC1. The product is [C:4]([CH:6]1[CH2:10][CH2:9][N:8]([C:11]([O:13][C:14]([CH3:15])([CH3:16])[CH3:17])=[O:12])[CH2:7]1)(=[O:5])[C:19]1[CH:24]=[CH:23][CH:22]=[CH:21][CH:20]=1. The yield is 0.560.